Predict which catalyst facilitates the given reaction. From a dataset of Catalyst prediction with 721,799 reactions and 888 catalyst types from USPTO. (1) Reactant: [CH3:1][C@H:2]1[CH2:6][CH2:5][CH2:4][N:3]1[C:7]1[C:8](OS(C(F)(F)F)(=O)=O)=[N:9][C:10]2[C:15]([N:16]=1)=[CH:14][C:13]([C:17]([O:19][CH3:20])=[O:18])=[CH:12][CH:11]=2.[O:29]1[C:33]2[CH:34]=[CH:35][CH:36]=[CH:37][C:32]=2[CH:31]=[C:30]1B(O)O.[O-]P([O-])([O-])=O.[K+].[K+].[K+]. Product: [O:29]1[C:33]2[CH:34]=[CH:35][CH:36]=[CH:37][C:32]=2[CH:31]=[C:30]1[C:8]1[C:7]([N:3]2[CH2:4][CH2:5][CH2:6][C@@H:2]2[CH3:1])=[N:16][C:15]2[C:10](=[CH:11][CH:12]=[C:13]([C:17]([O:19][CH3:20])=[O:18])[CH:14]=2)[N:9]=1. The catalyst class is: 70. (2) Reactant: Cl[C:2]1[CH:7]=[CH:6][C:5]([I:8])=[CH:4][N:3]=1.[NH2:9][NH2:10]. Product: [I:8][C:5]1[CH:6]=[CH:7][C:2]([NH:9][NH2:10])=[N:3][CH:4]=1. The catalyst class is: 17. (3) Reactant: [C:1]([O:5][C:6]([N:8]1[C@@H:13]([C@@H:14]([O:29]CC2C=CC=CC=2)[C@@H:15]([NH:25][C:26](=[O:28])[CH3:27])[CH2:16][C:17]2[CH:22]=[C:21]([F:23])[CH:20]=[C:19]([F:24])[CH:18]=2)[CH2:12][O:11][C@H:10]([O:37][CH2:38][CH2:39][C:40]([CH3:43])([CH3:42])[CH3:41])[CH2:9]1)=[O:7])([CH3:4])([CH3:3])[CH3:2]. Product: [C:1]([O:5][C:6]([N:8]1[C@@H:13]([C@@H:14]([OH:29])[C@@H:15]([NH:25][C:26](=[O:28])[CH3:27])[CH2:16][C:17]2[CH:22]=[C:21]([F:23])[CH:20]=[C:19]([F:24])[CH:18]=2)[CH2:12][O:11][C@@H:10]([O:37][CH2:38][CH2:39][C:40]([CH3:43])([CH3:42])[CH3:41])[CH2:9]1)=[O:7])([CH3:2])([CH3:4])[CH3:3]. The catalyst class is: 63. (4) Reactant: [NH2:1][C:2]1[NH:3][CH:4]=[CH:5][N:6]=1.C(N(CC)CC)C.Cl[C:15](OC1C=CC=CC=1)=[O:16].[NH2:24][C:25]1[CH:48]=[CH:47][C:28]([O:29][C:30]2[C:39]3[C:34](=[CH:35][C:36]([O:42][CH2:43][CH2:44][O:45][CH3:46])=[C:37]([C:40]#[N:41])[CH:38]=3)[N:33]=[CH:32][CH:31]=2)=[CH:27][CH:26]=1. The catalyst class is: 255. Product: [C:40]([C:37]1[CH:38]=[C:39]2[C:34](=[CH:35][C:36]=1[O:42][CH2:43][CH2:44][O:45][CH3:46])[N:33]=[CH:32][CH:31]=[C:30]2[O:29][C:28]1[CH:27]=[CH:26][C:25]([NH:24][C:15]([NH:1][C:2]2[NH:3][CH:4]=[CH:5][N:6]=2)=[O:16])=[CH:48][CH:47]=1)#[N:41]. (5) Reactant: [Si]([O:18][C:19]1[CH:59]=[CH:58][C:22]([O:23][CH2:24][C@@H:25]([OH:57])[CH2:26][NH:27][CH2:28][CH2:29][C:30]2[CH:35]=[CH:34][C:33]([N:36]3[C:40]4=[N:41][CH:42]=[CH:43][CH:44]=[C:39]4[N:38]=[C:37]3[C:45]3[CH:50]=[CH:49][C:48]([CH:51]4[CH2:56][CH2:55][CH2:54][CH2:53][CH2:52]4)=[CH:47][CH:46]=3)=[CH:32][CH:31]=2)=[CH:21][CH:20]=1)(C(C)(C)C)(C1C=CC=CC=1)C1C=CC=CC=1. Product: [CH:51]1([C:48]2[CH:47]=[CH:46][C:45]([C:37]3[N:36]([C:33]4[CH:34]=[CH:35][C:30]([CH2:29][CH2:28][NH:27][CH2:26][C@H:25]([OH:57])[CH2:24][O:23][C:22]5[CH:58]=[CH:59][C:19]([OH:18])=[CH:20][CH:21]=5)=[CH:31][CH:32]=4)[C:40]4=[N:41][CH:42]=[CH:43][CH:44]=[C:39]4[N:38]=3)=[CH:50][CH:49]=2)[CH2:56][CH2:55][CH2:54][CH2:53][CH2:52]1. The catalyst class is: 147. (6) Reactant: [C:1]([O:5][C:6]([NH:8][C@@H:9]([CH2:14][CH2:15][S:16]([CH3:19])(=[O:18])=[O:17])[C:10]([O:12]C)=O)=[O:7])([CH3:4])([CH3:3])[CH3:2].C[Si]([N-][Si](C)(C)C)(C)C.[K+].[Cl-].[NH4+]. Product: [O:17]=[S:16]1(=[O:18])[CH2:15][CH2:14][CH:9]([NH:8][C:6](=[O:7])[O:5][C:1]([CH3:2])([CH3:3])[CH3:4])[C:10](=[O:12])[CH2:19]1. The catalyst class is: 7. (7) Reactant: [C:1](Cl)(=[O:3])[CH3:2].[NH2:5][C:6]1[C:7]([F:20])=[CH:8][C:9]([CH3:19])=[C:10]([C:12](=[O:18])[C:13]([O:15][CH2:16][CH3:17])=[O:14])[CH:11]=1.CCN(CC)CC. Product: [C:1]([NH:5][C:6]1[C:7]([F:20])=[CH:8][C:9]([CH3:19])=[C:10]([C:12](=[O:18])[C:13]([O:15][CH2:16][CH3:17])=[O:14])[CH:11]=1)(=[O:3])[CH3:2]. The catalyst class is: 2. (8) Reactant: Br[C:2]1[C:3]2[N:4]([C:8]([CH2:11][C:12]([CH3:17])([N+:14]([O-:16])=[O:15])[CH3:13])=[CH:9][N:10]=2)[CH:5]=[CH:6][CH:7]=1.C(=O)([O-])[O-].[Na+].[Na+].[S:24]1[CH:28]=[CH:27][CH:26]=[C:25]1B(O)O. Product: [CH3:13][C:12]([N+:14]([O-:16])=[O:15])([CH3:17])[CH2:11][C:8]1[N:4]2[CH:5]=[CH:6][CH:7]=[C:2]([C:25]3[S:24][CH:28]=[CH:27][CH:26]=3)[C:3]2=[N:10][CH:9]=1. The catalyst class is: 203. (9) Reactant: [NH2:1][C@H:2]([C:6]1[CH:11]=[CH:10][CH:9]=[CH:8][CH:7]=1)[CH2:3][CH2:4][OH:5].[Br:12][C:13]1[CH:14]=[C:15]([C:19]2([F:32])[C:24]([CH3:26])([CH3:25])[O:23][C:22](OCC)=[N:21][S:20]2(=[O:31])=[O:30])[CH:16]=[CH:17][CH:18]=1. The catalyst class is: 4. Product: [Br:12][C:13]1[CH:14]=[C:15]([C:19]2([F:32])[C:24]([CH3:25])([CH3:26])[O:23][C:22]([NH:1][C@H:2]([C:6]3[CH:11]=[CH:10][CH:9]=[CH:8][CH:7]=3)[CH2:3][CH2:4][OH:5])=[N:21][S:20]2(=[O:31])=[O:30])[CH:16]=[CH:17][CH:18]=1.